This data is from Forward reaction prediction with 1.9M reactions from USPTO patents (1976-2016). The task is: Predict the product of the given reaction. (1) Given the reactants ClC1C=CC=C(C(OO)=[O:9])C=1.[CH2:12]([O:19][C:20]1[CH:25]=[CH:24][C:23]([O:26][CH2:27][C:28]([CH3:30])=[CH2:29])=[CH:22][CH:21]=1)[C:13]1[CH:18]=[CH:17][CH:16]=[CH:15][CH:14]=1.[O-]S([O-])=O.[Na+].[Na+], predict the reaction product. The product is: [CH2:12]([O:19][C:20]1[CH:21]=[CH:22][C:23]([O:26][CH2:27][C:28]2([CH3:30])[CH2:29][O:9]2)=[CH:24][CH:25]=1)[C:13]1[CH:14]=[CH:15][CH:16]=[CH:17][CH:18]=1. (2) Given the reactants C(N(CC)CC)C.[CH:8]([C:10]1[C:18]2[C:13](=[CH:14][CH:15]=[CH:16][CH:17]=2)[N:12](C(OC(C)(C)C)=O)[CH:11]=1)=[O:9].[CH3:26][O:27][C:28]1[CH:29]=[C:30]([CH2:44][OH:45])[CH:31]=[C:32]([N:34]=[CH:35][C:36]2[CH:41]=[N:40][C:39]([O:42][CH3:43])=[CH:38][N:37]=2)[CH:33]=1, predict the reaction product. The product is: [OH:45][CH2:44][C:30]1[CH:31]=[C:32]([NH:34][CH:35]([C:36]2[CH:41]=[N:40][C:39]([O:42][CH3:43])=[CH:38][N:37]=2)[C:8]([C:10]2[C:18]3[C:13](=[CH:14][CH:15]=[CH:16][CH:17]=3)[NH:12][CH:11]=2)=[O:9])[CH:33]=[C:28]([O:27][CH3:26])[CH:29]=1. (3) The product is: [NH2:10][CH2:11][CH2:12][NH:13][C:14]([CH:16]1[CH2:17][CH2:18][N:19]([C:22]2[C:27]([C:28]3[CH:29]=[CH:30][CH:31]=[CH:32][CH:33]=3)=[CH:26][N:25]=[CH:24][C:23]=2[Cl:34])[CH2:20][CH2:21]1)=[O:15]. Given the reactants C(OC(=O)[NH:10][CH2:11][CH2:12][NH:13][C:14]([CH:16]1[CH2:21][CH2:20][N:19]([C:22]2[C:27]([C:28]3[CH:33]=[CH:32][CH:31]=[CH:30][CH:29]=3)=[CH:26][N:25]=[CH:24][C:23]=2[Cl:34])[CH2:18][CH2:17]1)=[O:15])C1C=CC=CC=1.[Si](I)(C)(C)C, predict the reaction product. (4) The product is: [CH3:1][N:2]([CH2:28][C:26]1[N:27]=[C:23]2[CH:22]=[CH:21][CH:20]=[C:19]([N:13]3[CH2:14][CH2:15][O:16][CH2:17][CH2:18]3)[N:24]2[CH:25]=1)[CH:3]1[C:12]2[N:11]=[CH:10][CH:9]=[CH:8][C:7]=2[CH2:6][CH2:5][CH2:4]1. Given the reactants [CH3:1][NH:2][CH:3]1[C:12]2[N:11]=[CH:10][CH:9]=[CH:8][C:7]=2[CH2:6][CH2:5][CH2:4]1.[N:13]1([C:19]2[N:24]3[CH:25]=[C:26]([CH:28]=O)[N:27]=[C:23]3[CH:22]=[CH:21][CH:20]=2)[CH2:18][CH2:17][O:16][CH2:15][CH2:14]1, predict the reaction product. (5) Given the reactants [F:1][C:2]1[CH:15]=[CH:14][C:5]([CH2:6][N:7]2[CH2:12][CH2:11][NH:10][C@H:9]([CH3:13])[CH2:8]2)=[CH:4][CH:3]=1.[C:16](Cl)(=[O:19])[CH:17]=[CH2:18].CC1OC(CC2CCN(C(=O)C=C)CC2)=NN=1, predict the reaction product. The product is: [F:1][C:2]1[CH:15]=[CH:14][C:5]([CH2:6][N:7]2[CH2:12][CH2:11][N:10]([C:16](=[O:19])[CH:17]=[CH2:18])[C@H:9]([CH3:13])[CH2:8]2)=[CH:4][CH:3]=1. (6) Given the reactants [C:1]1([N:7]2[C:15](=[O:16])[C:14]3[C@@H:13]4[C:17]([CH3:19])([CH3:18])[C@@:10]([CH3:20])([CH2:11][CH2:12]4)[C:9]=3[NH:8]2)[CH:6]=[CH:5][CH:4]=[CH:3][CH:2]=1.Br[CH2:22][CH:23]=[C:24]([CH3:26])[CH3:25], predict the reaction product. The product is: [CH3:20][C@@:10]12[C:17]([CH3:19])([CH3:18])[C@@H:13]([C:14]3[C:15](=[O:16])[N:7]([C:1]4[CH:2]=[CH:3][CH:4]=[CH:5][CH:6]=4)[N:8]([CH2:22][CH:23]=[C:24]([CH3:26])[CH3:25])[C:9]=31)[CH2:12][CH2:11]2. (7) Given the reactants Cl[C:2]1[N:12]=[CH:11][CH:10]=[CH:9][C:3]=1[C:4]([O:6][CH2:7][CH3:8])=[O:5].C([Sn](CCCC)(CCCC)[C:18]([O:20][CH2:21][CH3:22])=[CH2:19])CCC, predict the reaction product. The product is: [CH2:21]([O:20][C:18]([C:2]1[N:12]=[CH:11][CH:10]=[CH:9][C:3]=1[C:4]([O:6][CH2:7][CH3:8])=[O:5])=[CH2:19])[CH3:22]. (8) Given the reactants [Cl:1][C:2]1[CH:10]=[CH:9][C:8]([S:11]([OH:13])=[O:12])=[CH:7][C:3]=1[C:4]([OH:6])=[O:5].[OH-].[Na+].[CH3:16]I, predict the reaction product. The product is: [Cl:1][C:2]1[CH:10]=[CH:9][C:8]([S:11]([CH3:16])(=[O:13])=[O:12])=[CH:7][C:3]=1[C:4]([OH:6])=[O:5]. (9) Given the reactants [CH2:1]([O:3][C:4]([CH:6]1[CH2:8][CH:7]1[C:9](Cl)=[O:10])=[O:5])[CH3:2].[CH3:12][C:13]1[CH:18]=[CH:17][C:16]([SH:19])=[CH:15][CH:14]=1.CCN(CC)CC, predict the reaction product. The product is: [CH2:1]([O:3][C:4]([CH:6]1[CH2:8][CH:7]1[C:9]([S:19][C:16]1[CH:17]=[CH:18][C:13]([CH3:12])=[CH:14][CH:15]=1)=[O:10])=[O:5])[CH3:2].